Dataset: Catalyst prediction with 721,799 reactions and 888 catalyst types from USPTO. Task: Predict which catalyst facilitates the given reaction. (1) Reactant: [CH2:1]([O:8][C:9]1[CH:14]=[CH:13][C:12]([C:15]2[NH:16][CH:17]=[C:18]([CH2:20][OH:21])[N:19]=2)=[C:11]([F:22])[CH:10]=1)[C:2]1[CH:7]=[CH:6][CH:5]=[CH:4][CH:3]=1.C(OCC)(=O)C.CC(C)=O.[Cl:33]N1C(=O)CCC1=O. Product: [CH2:1]([O:8][C:9]1[CH:14]=[CH:13][C:12]([C:15]2[NH:16][C:17]([Cl:33])=[C:18]([CH2:20][OH:21])[N:19]=2)=[C:11]([F:22])[CH:10]=1)[C:2]1[CH:3]=[CH:4][CH:5]=[CH:6][CH:7]=1. The catalyst class is: 30. (2) Reactant: C([O:5][C:6](=[O:51])[C:7]1[CH:12]=[C:11]([O:13][CH2:14][CH2:15][CH2:16][CH2:17][CH2:18][CH2:19][C:20]2[CH:25]=[CH:24][CH:23]=[C:22]([O:26][CH2:27][CH2:28][CH2:29][C:30]([O:32][CH2:33][CH3:34])=[O:31])[C:21]=2[CH2:35][CH2:36][C:37]([O:39][CH2:40][CH3:41])=[O:38])[CH:10]=[C:9]([C:42]2[CH:50]=[CH:49][C:45]3[O:46][CH2:47][O:48][C:44]=3[CH:43]=2)[CH:8]=1)(C)(C)C. The catalyst class is: 631. Product: [O:46]1[C:45]2[CH:49]=[CH:50][C:42]([C:9]3[CH:8]=[C:7]([CH:12]=[C:11]([O:13][CH2:14][CH2:15][CH2:16][CH2:17][CH2:18][CH2:19][C:20]4[CH:25]=[CH:24][CH:23]=[C:22]([O:26][CH2:27][CH2:28][CH2:29][C:30]([O:32][CH2:33][CH3:34])=[O:31])[C:21]=4[CH2:35][CH2:36][C:37]([O:39][CH2:40][CH3:41])=[O:38])[CH:10]=3)[C:6]([OH:51])=[O:5])=[CH:43][C:44]=2[O:48][CH2:47]1.